This data is from Retrosynthesis with 50K atom-mapped reactions and 10 reaction types from USPTO. The task is: Predict the reactants needed to synthesize the given product. Given the product Cc1c(-c2cccc(F)c2)nc2ccccc2c1Nc1cc(N2CCOCC2)ccc1N1CCOCC1, predict the reactants needed to synthesize it. The reactants are: Cc1c(-c2cccc(F)c2)nc2ccccc2c1Cl.Nc1cc(N2CCOCC2)ccc1N1CCOCC1.